From a dataset of Forward reaction prediction with 1.9M reactions from USPTO patents (1976-2016). Predict the product of the given reaction. Given the reactants [I:1][C:2]1[CH:6]=[CH:5][NH:4][N:3]=1.[H-].[Na+].F[C:10]1[CH:15]=[CH:14][N:13]=[C:12]([C:16]([F:19])([F:18])[F:17])[CH:11]=1, predict the reaction product. The product is: [I:1][C:2]1[CH:6]=[CH:5][N:4]([C:10]2[CH:15]=[CH:14][N:13]=[C:12]([C:16]([F:19])([F:18])[F:17])[CH:11]=2)[N:3]=1.